From a dataset of Reaction yield outcomes from USPTO patents with 853,638 reactions. Predict the reaction yield, written as a fraction of the theoretical maximum amount of product (1.0 means a 100% yield; for example, 0.34 means a 34% yield). (1) The reactants are [C:1]([C:3]1[CH:4]=[C:5]([S:9](Cl)(=[O:11])=[O:10])[CH:6]=[CH:7][CH:8]=1)#[N:2].CCN(C(C)C)C(C)C.[CH2:22]([NH:24][C:25]([N:27]1[N:31]=[CH:30][C:29]2([CH2:35][CH2:34][CH2:33][CH2:32]2)[CH2:28]1)=[NH:26])[CH3:23]. The catalyst is C(Cl)Cl. The product is [C:1]([C:3]1[CH:4]=[C:5]([S:9]([N:26]=[C:25]([N:27]2[N:31]=[CH:30][C:29]3([CH2:35][CH2:34][CH2:33][CH2:32]3)[CH2:28]2)[NH:24][CH2:22][CH3:23])(=[O:11])=[O:10])[CH:6]=[CH:7][CH:8]=1)#[N:2]. The yield is 0.570. (2) The reactants are [Cl:1][C:2]1[CH:7]=[CH:6][C:5]([C:8]2([CH2:13][OH:14])[CH2:12][CH2:11][CH2:10][CH2:9]2)=[CH:4][CH:3]=1.C1(C2(C[O:27][S:28]([CH3:31])(=O)=[O:29])CCCC2)C=CC=CC=1. No catalyst specified. The product is [Cl:1][C:2]1[CH:3]=[CH:4][C:5]([C:8]2([CH2:13][O:14][S:28]([CH3:31])(=[O:29])=[O:27])[CH2:12][CH2:11][CH2:10][CH2:9]2)=[CH:6][CH:7]=1. The yield is 0.931. (3) The reactants are C([S:8][C:9]1[CH:10]=[C:11]2[C:16](=[CH:17][CH:18]=1)[N:15]([C:19]1[CH:24]=[CH:23][C:22]([Br:25])=[CH:21][C:20]=1[O:26][CH3:27])[C:14](=[O:28])[CH:13]=[CH:12]2)C1C=CC=CC=1.ClN1C(C)(C)C(=[O:37])N(Cl)C1=O.[F:40][C:41]1[C:46]([OH:47])=[C:45]([F:48])[C:44]([F:49])=[C:43]([F:50])[C:42]=1[F:51].C(N(CC)CC)C.[OH2:59]. The catalyst is C(Cl)Cl.CC(O)=O. The product is [Br:25][C:22]1[CH:23]=[CH:24][C:19]([N:15]2[C:16]3[C:11](=[CH:10][C:9]([S:8]([O:47][C:46]4[C:41]([F:40])=[C:42]([F:51])[C:43]([F:50])=[C:44]([F:49])[C:45]=4[F:48])(=[O:37])=[O:59])=[CH:18][CH:17]=3)[CH:12]=[CH:13][C:14]2=[O:28])=[C:20]([O:26][CH3:27])[CH:21]=1. The yield is 0.800. (4) The reactants are [C:1]([O:5][C:6]([N:8]1[CH2:12][C:11](=[N:13][O:14][CH3:15])[CH2:10][C@H:9]1[C:16]([OH:18])=O)=[O:7])([CH3:4])([CH3:3])[CH3:2].CN1CCOCC1.C(OC(Cl)=O)C(C)C.[NH2:34][CH2:35][C@H:36]([C:38]1[CH:43]=[CH:42][CH:41]=[CH:40][CH:39]=1)[OH:37]. The catalyst is C1COCC1. The product is [OH:37][C@@H:36]([C:38]1[CH:43]=[CH:42][CH:41]=[CH:40][CH:39]=1)[CH2:35][NH:34][C:16]([C@@H:9]1[CH2:10][C:11](=[N:13][O:14][CH3:15])[CH2:12][N:8]1[C:6]([O:5][C:1]([CH3:2])([CH3:3])[CH3:4])=[O:7])=[O:18]. The yield is 0.960. (5) The reactants are Br[C:2]1[C:3]([C:9]([O:11][CH3:12])=[O:10])=[N:4][N:5]([CH2:7][CH3:8])[CH:6]=1.[CH2:13]([Zn]CC)[CH3:14].O.Cl. The catalyst is O1CCOCC1. The product is [CH2:7]([N:5]1[CH:6]=[C:2]([CH2:13][CH3:14])[C:3]([C:9]([O:11][CH3:12])=[O:10])=[N:4]1)[CH3:8]. The yield is 0.480. (6) The reactants are Cl[CH2:2][C@@H:3]1[O:12][CH2:11][C@@H:6]2[CH2:7][O:8][CH2:9][CH2:10][N:5]2[CH2:4]1.[C:13]([O-:16])(=[O:15])[CH3:14].[K+]. The catalyst is CN(C=O)C. The product is [C:13]([O:16][CH2:2][CH:3]1[O:12][CH2:11][CH:6]2[CH2:7][O:8][CH2:9][CH2:10][N:5]2[CH2:4]1)(=[O:15])[CH3:14]. The yield is 0.420. (7) The reactants are [NH2:1][C:2]1[C:11]2[C:6](=[CH:7][CH:8]=[CH:9][C:10]=2[O:12][CH:13]2[CH2:18][CH2:17][CH2:16][CH2:15][CH2:14]2)[N:5]=[C:4]([CH3:19])[C:3]=1[C:20]([O:22]CC)=[O:21].[OH-].[Na+].Cl. The catalyst is CCO.O. The product is [NH2:1][C:2]1[C:11]2[C:6](=[CH:7][CH:8]=[CH:9][C:10]=2[O:12][CH:13]2[CH2:18][CH2:17][CH2:16][CH2:15][CH2:14]2)[N:5]=[C:4]([CH3:19])[C:3]=1[C:20]([OH:22])=[O:21]. The yield is 0.990. (8) The reactants are C(OC([N:8]1[CH:12]=[C:11]([CH2:13][CH2:14][CH2:15][C:16](=[O:22])[NH:17][CH2:18][CH:19]([CH3:21])[CH3:20])[N:10]=[C:9]1[NH2:23])=O)(C)(C)C.C(O)(C(F)(F)F)=O.[Cl:31]CCl. No catalyst specified. The product is [ClH:31].[NH2:23][C:9]1[NH:8][CH:12]=[C:11]([CH2:13][CH2:14][CH2:15][C:16]([NH:17][CH2:18][CH:19]([CH3:21])[CH3:20])=[O:22])[N:10]=1. The yield is 0.970. (9) The reactants are Cl[C:2]1[CH:3]=[CH:4][C:5]2[N:6]([C:8]([CH:11]([CH3:13])[CH3:12])=[N:9][N:10]=2)[N:7]=1.[C:14]([C:16]1[CH:21]=[CH:20][C:19]([F:22])=[CH:18][C:17]=1[F:23])#[CH:15]. The catalyst is CN(C=O)C.[Cu]I.Cl[Pd](Cl)([P](C1C=CC=CC=1)(C1C=CC=CC=1)C1C=CC=CC=1)[P](C1C=CC=CC=1)(C1C=CC=CC=1)C1C=CC=CC=1. The product is [F:23][C:17]1[CH:18]=[C:19]([F:22])[CH:20]=[CH:21][C:16]=1[C:14]#[C:15][C:2]1[CH:3]=[CH:4][C:5]2[N:6]([C:8]([CH:11]([CH3:13])[CH3:12])=[N:9][N:10]=2)[N:7]=1. The yield is 0.640. (10) The yield is 0.870. The catalyst is O. The product is [Br:16][C:13]1[CH:12]=[CH:11][C:10]([C@H:6]2[CH2:7][CH2:8][CH2:9][NH:4][CH2:5]2)=[CH:15][CH:14]=1. The reactants are C([N:4]1[CH2:9][CH2:8][CH2:7][C@H:6]([C:10]2[CH:15]=[CH:14][C:13]([Br:16])=[CH:12][CH:11]=2)[CH2:5]1)(=O)C.O1CCCC1.CO.O.[OH-].[Li+].